This data is from Full USPTO retrosynthesis dataset with 1.9M reactions from patents (1976-2016). The task is: Predict the reactants needed to synthesize the given product. (1) Given the product [O:8]1[C:12]2[CH:13]=[CH:14][CH:15]=[CH:16][C:11]=2[CH:10]=[C:9]1[C:17]1[N:18]=[C:19]([NH:1][CH:2]2[CH2:7][CH2:6][O:5][CH2:4][CH2:3]2)[CH:20]=[C:21]([NH:23][C:24]2[CH:28]=[C:27]([CH3:29])[NH:26][N:25]=2)[N:22]=1, predict the reactants needed to synthesize it. The reactants are: [NH2:1][CH:2]1[CH2:7][CH2:6][O:5][CH2:4][CH2:3]1.[O:8]1[C:12]2[CH:13]=[CH:14][CH:15]=[CH:16][C:11]=2[CH:10]=[C:9]1[C:17]1[N:22]=[C:21]([NH:23][C:24]2[CH:28]=[C:27]([CH3:29])[NH:26][N:25]=2)[CH:20]=[C:19](Cl)[N:18]=1. (2) Given the product [Br:16][C:6]1[N:2]([CH3:1])[N:3]=[C:4]([C:8]2[CH:9]=[N:10][CH:11]=[CH:12][CH:13]=2)[N:5]=1, predict the reactants needed to synthesize it. The reactants are: [CH3:1][N:2]1[C:6](O)=[N:5][C:4]([C:8]2[CH:9]=[N:10][CH:11]=[CH:12][CH:13]=2)=[N:3]1.P(Br)(Br)([Br:16])=O. (3) Given the product [CH3:30][O:29][C:26]1[CH:27]=[CH:28][C:19]([CH2:18][CH2:17][CH:4]([C:5]([O:7][CH2:8][CH3:9])=[O:6])[C:3]([O:11][CH2:12][CH3:13])=[O:10])=[C:20]2[C:25]=1[N:24]([CH3:31])[C:23](=[O:32])[CH:22]=[CH:21]2, predict the reactants needed to synthesize it. The reactants are: [H-].[Na+].[C:3]([O:11][CH2:12][CH3:13])(=[O:10])[CH2:4][C:5]([O:7][CH2:8][CH3:9])=[O:6].[H][H].I[CH2:17][CH2:18][C:19]1[CH:28]=[CH:27][C:26]([O:29][CH3:30])=[C:25]2[C:20]=1[CH:21]=[CH:22][C:23](=[O:32])[N:24]2[CH3:31].Cl. (4) Given the product [C:7]([C:6]1[CH:9]=[C:2]([C:30]2[CH:31]=[CH:32][C:27]([C:25]([O:24][CH3:23])=[O:26])=[CH:28][CH:29]=2)[CH:3]=[CH:4][C:5]=1[O:10][CH2:11][CH:12]1[CH2:17][CH2:16][N:15]([CH2:18][C:19]([F:22])([CH3:21])[CH3:20])[CH2:14][CH2:13]1)#[N:8], predict the reactants needed to synthesize it. The reactants are: Br[C:2]1[CH:3]=[CH:4][C:5]([O:10][CH2:11][CH:12]2[CH2:17][CH2:16][N:15]([CH2:18][C:19]([F:22])([CH3:21])[CH3:20])[CH2:14][CH2:13]2)=[C:6]([CH:9]=1)[C:7]#[N:8].[CH3:23][O:24][C:25]([C:27]1[CH:32]=[CH:31][C:30](B(O)O)=[CH:29][CH:28]=1)=[O:26].C([O-])([O-])=O.[Cs+].[Cs+]. (5) Given the product [ClH:26].[C:1]1([NH:7][C:8]([C:10]2[N:11]=[C:12]3[CH:17]=[CH:16][C:15]([C:18](=[NH:19])[O:29][CH2:27][CH3:28])=[CH:14][N:13]3[CH:20]=2)=[O:9])[CH:6]=[CH:5][CH:4]=[CH:3][CH:2]=1, predict the reactants needed to synthesize it. The reactants are: [C:1]1([NH:7][C:8]([C:10]2[N:11]=[C:12]3[CH:17]=[CH:16][C:15]([C:18]#[N:19])=[CH:14][N:13]3[CH:20]=2)=[O:9])[CH:6]=[CH:5][CH:4]=[CH:3][CH:2]=1.CN(C=O)C.[ClH:26].[CH2:27]([OH:29])[CH3:28].